This data is from Full USPTO retrosynthesis dataset with 1.9M reactions from patents (1976-2016). The task is: Predict the reactants needed to synthesize the given product. (1) Given the product [CH2:43]([O:45][C:24]([NH:21][C:5]1[CH:9]=[C:10]([O:17][CH3:18])[C:11]([O:15][CH3:16])=[C:12]([O:13][CH3:14])[C:4]=1[N+:1]([O-:3])=[O:2])=[O:33])[CH3:44], predict the reactants needed to synthesize it. The reactants are: [N+:1]([C:4]1[C:12]([O:13][CH3:14])=[C:11]([O:15][CH3:16])[C:10]([O:17][CH3:18])=[CH:9][C:5]=1C(O)=O)([O-:3])=[O:2].C([N:21]([CH2:24]C)CC)C.C1(P(N=[N+]=[N-])(C2C=CC=CC=2)=[O:33])C=CC=CC=1.[CH2:43]([OH:45])[CH3:44]. (2) Given the product [Cl:39][C:36]1[CH:37]=[CH:38][C:33]([C@@:13]23[O:32][C@@:10]([C:51]([OH:54])([CH3:53])[CH3:52])([CH2:11][O:12]2)[C@@H:9]([OH:8])[C@H:15]([OH:16])[C@H:14]3[OH:24])=[CH:34][C:35]=1[CH2:40][C:41]1[CH:46]=[CH:45][C:44]([O:47][CH3:48])=[C:43]([F:49])[C:42]=1[F:50], predict the reactants needed to synthesize it. The reactants are: C([O:8][C@H:9]1[C@H:15]([O:16]CC2C=CC=CC=2)[C@@H:14]([O:24]CC2C=CC=CC=2)[C@:13]2([C:33]3[CH:38]=[CH:37][C:36]([Cl:39])=[C:35]([CH2:40][C:41]4[CH:46]=[CH:45][C:44]([O:47][CH3:48])=[C:43]([F:49])[C:42]=4[F:50])[CH:34]=3)[O:32][C@@:10]1([C:51]([OH:54])([CH3:53])[CH3:52])[CH2:11][O:12]2)C1C=CC=CC=1.ClC1C=CC=CC=1Cl. (3) Given the product [CH:1]1[C:11]2[CH2:10][C:9]3([CH2:15][CH2:14][CH:13]([N:16]4[CH2:21][CH2:20][C:19]([F:27])([C:22]([OH:24])=[O:23])[CH2:18][CH2:17]4)[CH2:12]3)[C:8]3[CH:28]=[CH:29][CH:30]=[CH:31][C:7]=3[CH2:6][C:5]=2[CH:4]=[CH:3][CH:2]=1, predict the reactants needed to synthesize it. The reactants are: [CH:1]1[C:11]2[CH2:10][C:9]3([CH2:15][CH2:14][CH:13]([N:16]4[CH2:21][CH2:20][C:19]([F:27])([C:22]([O:24]CC)=[O:23])[CH2:18][CH2:17]4)[CH2:12]3)[C:8]3[CH:28]=[CH:29][CH:30]=[CH:31][C:7]=3[CH2:6][C:5]=2[CH:4]=[CH:3][CH:2]=1.[Li+].[OH-]. (4) The reactants are: [C:1]1([NH:7][C@@H:8]([CH3:12])[CH2:9][C:10]#[N:11])[CH:6]=[CH:5][CH:4]=[CH:3][CH:2]=1.S(=O)(=O)(O)[OH:14]. Given the product [C:1]1([NH:7][C@@H:8]([CH3:12])[CH2:9][C:10]([NH2:11])=[O:14])[CH:6]=[CH:5][CH:4]=[CH:3][CH:2]=1, predict the reactants needed to synthesize it. (5) The reactants are: C([O:3][C:4]([C:6]1([NH:11][C:12]([CH:14]2[CH2:18][CH:17]([O:19][C:20]3[C:29]4[C:24](=[C:25]([Cl:32])[C:26]([O:30][CH3:31])=[CH:27][CH:28]=4)[N:23]=[C:22]([C:33]4[S:34][CH:35]=[C:36]([CH:38]([CH3:40])[CH3:39])[N:37]=4)[CH:21]=3)[CH2:16][N:15]2[C:41](=[O:52])[C:42]([CH3:51])([CH3:50])[CH2:43][CH2:44][CH2:45][CH2:46][CH2:47][CH:48]=[CH2:49])=[O:13])[CH2:8][CH:7]1C=C)=[O:5])C.C(C1N=C(C2C=C(OC3CC4N(C(=O)CCCCCCC=CC5C(C(O)=O)(NC4=O)C5)C3)C3C(=CC(OC)=CC=3)N=2)SC=1)(C)C. Given the product [Cl:32][C:25]1[C:26]([O:30][CH3:31])=[CH:27][CH:28]=[C:29]2[C:24]=1[N:23]=[C:22]([C:33]1[S:34][CH:35]=[C:36]([CH:38]([CH3:39])[CH3:40])[N:37]=1)[CH:21]=[C:20]2[O:19][CH:17]1[CH2:18][CH:14]2[N:15]([C:41](=[O:52])[C:42]([CH3:51])([CH3:50])[CH2:43][CH2:44][CH2:45][CH2:46][CH2:47][CH:48]=[CH:49][CH:8]3[C:6]([C:4]([OH:3])=[O:5])([NH:11][C:12]2=[O:13])[CH2:7]3)[CH2:16]1, predict the reactants needed to synthesize it. (6) Given the product [CH3:1][C:2]1[C:7]([C:8]#[N:9])=[C:6]([NH:10][C@H:11]([C:13]2[N:18]=[C:17]3[CH:19]=[CH:20][N:21]([CH3:22])[C:16]3=[CH:15][C:14]=2[N:23]2[CH2:24][CH2:25][O:26][CH2:27][CH2:28]2)[CH3:12])[N:5]=[C:4]([S:33]([CH3:37])(=[O:35])=[O:32])[N:3]=1, predict the reactants needed to synthesize it. The reactants are: [CH3:1][C:2]1[C:7]([C:8]#[N:9])=[C:6]([NH:10][C@H:11]([C:13]2[N:18]=[C:17]3[CH:19]=[CH:20][N:21]([CH3:22])[C:16]3=[CH:15][C:14]=2[N:23]2[CH2:28][CH2:27][O:26][CH2:25][CH2:24]2)[CH3:12])[N:5]=[C:4](SC)[N:3]=1.O[O:32][S:33]([O-:35])=O.[K+].[C:37](#N)C.